This data is from NCI-60 drug combinations with 297,098 pairs across 59 cell lines. The task is: Regression. Given two drug SMILES strings and cell line genomic features, predict the synergy score measuring deviation from expected non-interaction effect. Drug 1: CC1=C2C(C(=O)C3(C(CC4C(C3C(C(C2(C)C)(CC1OC(=O)C(C(C5=CC=CC=C5)NC(=O)OC(C)(C)C)O)O)OC(=O)C6=CC=CC=C6)(CO4)OC(=O)C)O)C)O. Drug 2: C1CC(=O)NC(=O)C1N2C(=O)C3=CC=CC=C3C2=O. Cell line: SK-MEL-28. Synergy scores: CSS=11.6, Synergy_ZIP=-3.04, Synergy_Bliss=0.254, Synergy_Loewe=-7.59, Synergy_HSA=0.107.